From a dataset of Reaction yield outcomes from USPTO patents with 853,638 reactions. Predict the reaction yield, written as a fraction of the theoretical maximum amount of product (1.0 means a 100% yield; for example, 0.34 means a 34% yield). (1) The reactants are [NH2:1][C:2]1[CH:7]=[CH:6][CH:5]=[CH:4][C:3]=1[C:8]1[NH:9][C:10]2[C:15]([CH:16]=1)=[CH:14][CH:13]=[CH:12][CH:11]=2.[C:17](O)(=[O:25])[C:18]1[C:19](=[CH:21][CH:22]=[CH:23][CH:24]=1)[OH:20]. No catalyst specified. The product is [OH:20][C:19]1[CH:21]=[CH:22][CH:23]=[CH:24][C:18]=1[C:17]([NH:1][C:2]1[CH:7]=[CH:6][CH:5]=[CH:4][C:3]=1[C:8]1[NH:9][C:10]2[C:15]([CH:16]=1)=[CH:14][CH:13]=[CH:12][CH:11]=2)=[O:25]. The yield is 0.460. (2) The reactants are C[Al](C)C.[CH3:5][O:6][C:7]1[CH:8]=[C:9]([CH2:15][CH2:16][C:17]2[CH:18]=[C:19]([NH2:22])[NH:20][N:21]=2)[CH:10]=[C:11]([O:13][CH3:14])[CH:12]=1.[CH3:23][O:24][CH2:25][CH:26]1[NH:31][CH2:30][CH2:29][N:28]([C:32]2[N:37]=[CH:36][C:35]([C:38](OC)=[O:39])=[CH:34][N:33]=2)[CH2:27]1.Cl. The catalyst is C1(C)C=CC=CC=1.CO. The product is [CH3:14][O:13][C:11]1[CH:10]=[C:9]([CH2:15][CH2:16][C:17]2[CH:18]=[C:19]([NH:22][C:38]([C:35]3[CH:34]=[N:33][C:32]([N:28]4[CH2:29][CH2:30][NH:31][CH:26]([CH2:25][O:24][CH3:23])[CH2:27]4)=[N:37][CH:36]=3)=[O:39])[NH:20][N:21]=2)[CH:8]=[C:7]([O:6][CH3:5])[CH:12]=1. The yield is 0.570.